This data is from Reaction yield outcomes from USPTO patents with 853,638 reactions. The task is: Predict the reaction yield, written as a fraction of the theoretical maximum amount of product (1.0 means a 100% yield; for example, 0.34 means a 34% yield). (1) The reactants are FC(F)(F)C(O)=O.C(OC([N:15]1[CH2:20][CH2:19][N:18]([C:21]2[C:26]([N:27]3[CH2:32][CH2:31][CH2:30][CH2:29][CH2:28]3)=[N:25][CH:24]=[CH:23][N:22]=2)[CH2:17][CH2:16]1)=O)(C)(C)C. The catalyst is C(Cl)Cl. The product is [N:27]1([C:26]2[C:21]([N:18]3[CH2:19][CH2:20][NH:15][CH2:16][CH2:17]3)=[N:22][CH:23]=[CH:24][N:25]=2)[CH2:32][CH2:31][CH2:30][CH2:29][CH2:28]1. The yield is 0.00970. (2) The reactants are [N:1]1[CH:6]=[CH:5][CH:4]=[CH:3][C:2]=1[CH2:7][NH:8][CH2:9][C:10]1[CH:15]=[CH:14][C:13](/[CH:16]=[CH:17]/[CH:18]([C:23]2[CH:28]=[C:27]([Cl:29])[C:26]([Cl:30])=[C:25]([Cl:31])[CH:24]=2)[C:19]([F:22])([F:21])[F:20])=[CH:12][C:11]=1[C:32]([F:35])([F:34])[F:33].[CH:36]1([C:39](Cl)=[O:40])[CH2:38][CH2:37]1. The catalyst is C(Cl)Cl. The product is [N:1]1[CH:6]=[CH:5][CH:4]=[CH:3][C:2]=1[CH2:7][N:8]([CH2:9][C:10]1[CH:15]=[CH:14][C:13](/[CH:16]=[CH:17]/[CH:18]([C:23]2[CH:28]=[C:27]([Cl:29])[C:26]([Cl:30])=[C:25]([Cl:31])[CH:24]=2)[C:19]([F:22])([F:21])[F:20])=[CH:12][C:11]=1[C:32]([F:35])([F:34])[F:33])[C:39]([CH:36]1[CH2:38][CH2:37]1)=[O:40]. The yield is 0.500. (3) The reactants are [OH:1][C:2]([CH:4]([C:6]1[CH:15]=[CH:14][C:9]([CH2:10][CH:11]([CH3:13])[CH3:12])=[CH:8][CH:7]=1)[CH3:5])=[O:3].OC1C2N=N[NH:22]C=2C=CC=1.C1CCC(N=C=NC2CCCCC2)CC1.O[C:42]1[CH:47]=[CH:46][C:45]([C:48]2[S:52]SC(=S)C=2)=[CH:44][CH:43]=1. The catalyst is CN(C)C=O.C(OCC)(=O)C. The product is [CH2:10]([C:9]1[CH:8]=[CH:7][C:6]([CH:4]([CH3:5])[C:2]([O:1][C:42]2[CH:47]=[CH:46][C:45]([C:48](=[S:52])[NH2:22])=[CH:44][CH:43]=2)=[O:3])=[CH:15][CH:14]=1)[CH:11]([CH3:12])[CH3:13]. The yield is 0.400. (4) The reactants are [C:1]([C:5]1[CH:11]=[CH:10][C:8]([NH2:9])=[CH:7][CH:6]=1)([CH3:4])([CH3:3])[CH3:2].[S-:12][C:13]#[N:14].[Na+].BrBr.O.N. The catalyst is C(O)(=O)C. The product is [NH2:14][C:13]1[S:12][C:10]2[CH:11]=[C:5]([C:1]([CH3:4])([CH3:2])[CH3:3])[CH:6]=[CH:7][C:8]=2[N:9]=1. The yield is 0.690. (5) The reactants are [NH2:1][C:2]1[C:3]([N+:12]([O-:14])=[O:13])=[C:4]([CH:8]=[C:9]([Cl:11])[CH:10]=1)[C:5]([OH:7])=[O:6].[CH3:15]N(C(ON1N=NC2C=CC=NC1=2)=[N+](C)C)C.F[P-](F)(F)(F)(F)F.C[NH3+].F[P-](F)(F)(F)(F)F.N1(OC(N(C)C)=[N+](C)C)C2N=CC=CC=2N=N1.F[P-](F)(F)(F)(F)F.CCN(CC)CC. The catalyst is CO.C1COCC1. The product is [NH2:1][C:2]1[C:3]([N+:12]([O-:14])=[O:13])=[C:4]([CH:8]=[C:9]([Cl:11])[CH:10]=1)[C:5]([O:7][CH3:15])=[O:6]. The yield is 0.640. (6) The reactants are Br[C:2]1[C:6]2[CH2:7][N:8]([C:11](=[O:13])[CH3:12])[CH2:9][CH2:10][C:5]=2[N:4]([C@H:14]2[CH2:18][CH2:17][O:16][CH2:15]2)[N:3]=1.[NH:19]1[C:28]2[C:23](=[CH:24][CH:25]=[CH:26][CH:27]=2)[CH2:22][CH2:21][CH2:20]1.C(O[Na])(C)(C)C.COC(C)(C)C.C1(P(C2CCCCC2)C2C=CC=CC=2C2C(OC(C)C)=CC=CC=2OC(C)C)CCCCC1. The catalyst is O1CCOCC1. The product is [N:19]1([C:2]2[C:6]3[CH2:7][N:8]([C:11](=[O:13])[CH3:12])[CH2:9][CH2:10][C:5]=3[N:4]([C@H:14]3[CH2:18][CH2:17][O:16][CH2:15]3)[N:3]=2)[C:28]2[C:23](=[CH:24][CH:25]=[CH:26][CH:27]=2)[CH2:22][CH2:21][CH2:20]1. The yield is 0.160. (7) The reactants are [NH:1]1[C:5]2[CH:6]=[CH:7][C:8]([C:10]([N:12]3[C@@H:21]4[C@@H:16]([C:17]5[CH:25]=[CH:24][C:23]([C:26]([OH:28])=O)=[CH:22][C:18]=5[CH2:19][CH2:20]4)[CH2:15][CH2:14][CH2:13]3)=[O:11])=[CH:9][C:4]=2[N:3]=[CH:2]1.[CH3:29][NH:30][CH3:31]. No catalyst specified. The product is [CH3:29][N:30]([CH3:31])[C:26]([C:23]1[CH:24]=[CH:25][C:17]2[C@@H:16]3[C@H:21]([CH2:20][CH2:19][C:18]=2[CH:22]=1)[N:12]([C:10]([C:8]1[CH:7]=[CH:6][C:5]2[NH:1][CH:2]=[N:3][C:4]=2[CH:9]=1)=[O:11])[CH2:13][CH2:14][CH2:15]3)=[O:28]. The yield is 0.200. (8) The reactants are Br[C:2]1[CH:11]=[N:10][CH:9]=[C:8]2[C:3]=1[CH:4]=[C:5]([C:12]([NH:14][CH2:15][C:16]([F:19])([F:18])[F:17])=[O:13])[CH:6]=[N:7]2.[F:20][C:21]1[CH:26]=[C:25]([F:27])[CH:24]=[CH:23][C:22]=1B(O)O.C(=O)([O-])[O-].[Cs+].[Cs+]. The catalyst is O1CCOCC1.O.C1(P([C-]2C=CC=C2)C2C=CC=CC=2)C=CC=CC=1.[C-]1(P(C2C=CC=CC=2)C2C=CC=CC=2)C=CC=C1.[Fe+2].[Pd](Cl)Cl. The product is [F:20][C:21]1[CH:26]=[C:25]([F:27])[CH:24]=[CH:23][C:22]=1[C:2]1[CH:11]=[N:10][CH:9]=[C:8]2[C:3]=1[CH:4]=[C:5]([C:12]([NH:14][CH2:15][C:16]([F:19])([F:18])[F:17])=[O:13])[CH:6]=[N:7]2. The yield is 0.780. (9) The reactants are Br[C:2]1[C:3]([O:17][CH:18]2[CH2:21][CH2:20][CH2:19]2)=[C:4]2[C:9](=[CH:10][CH:11]=1)[N:8]([C:12]([O:14][CH3:15])=[O:13])[C@@H:7]([CH3:16])[CH2:6][CH2:5]2.CC1(C)C(C)(C)OB([C:30]2[CH:31]=[N:32][N:33]([CH:35]3[CH2:38][N:37]([C:39]([O:41][C:42]([CH3:45])([CH3:44])[CH3:43])=[O:40])[CH2:36]3)[CH:34]=2)O1.C(=O)([O-])[O-].[Cs+].[Cs+]. The catalyst is O1CCOCC1.O. The product is [C:42]([O:41][C:39]([N:37]1[CH2:38][CH:35]([N:33]2[CH:34]=[C:30]([C:2]3[C:3]([O:17][CH:18]4[CH2:21][CH2:20][CH2:19]4)=[C:4]4[C:9](=[CH:10][CH:11]=3)[N:8]([C:12]([O:14][CH3:15])=[O:13])[C@@H:7]([CH3:16])[CH2:6][CH2:5]4)[CH:31]=[N:32]2)[CH2:36]1)=[O:40])([CH3:45])([CH3:43])[CH3:44]. The yield is 0.980.